Dataset: Catalyst prediction with 721,799 reactions and 888 catalyst types from USPTO. Task: Predict which catalyst facilitates the given reaction. (1) Reactant: [Cl:1][C:2]1[C:7]([C:8]#[N:9])=[CH:6][N:5]=[C:4]2[CH:10]=[CH:11][S:12][C:3]=12.C(NC(C)C)(C)C.[Li].[Br:21]C(F)(F)C(Br)(F)F. Product: [Br:21][C:11]1[S:12][C:3]2[C:4](=[N:5][CH:6]=[C:7]([C:8]#[N:9])[C:2]=2[Cl:1])[CH:10]=1. The catalyst class is: 7. (2) Reactant: [C:1](Cl)(Cl)=[O:2].N#N.[CH2:7]([C@H:9]1[CH2:13][NH:12][CH2:11][C@H:10]1[C:14]1[N:18]2[C:19]3[CH:25]=[CH:24][N:23]([S:26]([C:29]4[CH:35]=[CH:34][C:32]([CH3:33])=[CH:31][CH:30]=4)(=[O:28])=[O:27])[C:20]=3[N:21]=[CH:22][C:17]2=[N:16][N:15]=1)[CH3:8].Cl.[F:37][C:38]1([F:42])[CH2:41][NH:40][CH2:39]1.C(=O)(O)[O-].[Na+]. Product: [F:37][C:38]1([F:42])[CH2:41][N:40]([C:1]([N:12]2[CH2:11][C@H:10]([C:14]3[N:18]4[C:19]5[CH:25]=[CH:24][N:23]([S:26]([C:29]6[CH:30]=[CH:31][C:32]([CH3:33])=[CH:34][CH:35]=6)(=[O:28])=[O:27])[C:20]=5[N:21]=[CH:22][C:17]4=[N:16][N:15]=3)[C@H:9]([CH2:7][CH3:8])[CH2:13]2)=[O:2])[CH2:39]1. The catalyst class is: 2.